Dataset: Forward reaction prediction with 1.9M reactions from USPTO patents (1976-2016). Task: Predict the product of the given reaction. (1) Given the reactants [CH3:1][C:2]1[CH:3]=[C:4]([C:9]2[CH:10]=[N:11][N:12]3[C:17]([C:18]4[CH:23]=[CH:22][CH:21]=[C:20]([C:24]5[NH:28][N:27]=[N:26][N:25]=5)[CH:19]=4)=[CH:16][CH:15]=[N:14][C:13]=23)[CH:5]=[C:6]([CH3:8])[CH:7]=1.Br[CH2:30][CH3:31], predict the reaction product. The product is: [CH3:8][C:6]1[CH:5]=[C:4]([C:9]2[CH:10]=[N:11][N:12]3[C:17]([C:18]4[CH:23]=[CH:22][CH:21]=[C:20]([C:24]5[N:25]=[N:26][N:27]([CH2:30][CH3:31])[N:28]=5)[CH:19]=4)=[CH:16][CH:15]=[N:14][C:13]=23)[CH:3]=[C:2]([CH3:1])[CH:7]=1. (2) Given the reactants [C:1]([O:4][CH:5]1[CH2:10][CH2:9][C:8](Br)=[CH:7][C:6]1=[O:12])(=[O:3])[CH3:2].CCN(CC)CC.[NH:20]1[CH:24]=[CH:23][N:22]=[CH:21]1, predict the reaction product. The product is: [C:1]([O:4][CH:5]1[CH2:10][CH2:9][C:8]([N:20]2[CH:24]=[CH:23][N:22]=[CH:21]2)=[CH:7][C:6]1=[O:12])(=[O:3])[CH3:2]. (3) Given the reactants [OH:1][C:2]1([CH2:19][OH:20])[C:6](=[O:7])[O:5][C@H:4]2[C:8]3[C@@:13]([CH3:16])([CH2:14][CH2:15][C:3]12[OH:18])[CH2:12][CH2:11][CH2:10][C:9]=3[CH3:17].[C:21](OC(=O)C)(=[O:23])[CH3:22].N1C=CC=CC=1, predict the reaction product. The product is: [C:21]([O:20][CH2:19][C:2]1([OH:1])[C:6](=[O:7])[O:5][C@H:4]2[C:8]3[C@@:13]([CH3:16])([CH2:14][CH2:15][C:3]12[OH:18])[CH2:12][CH2:11][CH2:10][C:9]=3[CH3:17])(=[O:23])[CH3:22].